Dataset: Peptide-MHC class II binding affinity with 134,281 pairs from IEDB. Task: Regression. Given a peptide amino acid sequence and an MHC pseudo amino acid sequence, predict their binding affinity value. This is MHC class II binding data. The peptide sequence is LIWVGINTRNMTMSM. The MHC is DRB1_0101 with pseudo-sequence DRB1_0101. The binding affinity (normalized) is 0.218.